Regression. Given two drug SMILES strings and cell line genomic features, predict the synergy score measuring deviation from expected non-interaction effect. From a dataset of NCI-60 drug combinations with 297,098 pairs across 59 cell lines. (1) Drug 1: CN(C)C1=NC(=NC(=N1)N(C)C)N(C)C. Drug 2: C1=NC2=C(N1)C(=S)N=C(N2)N. Cell line: SK-MEL-28. Synergy scores: CSS=5.17, Synergy_ZIP=-2.32, Synergy_Bliss=1.36, Synergy_Loewe=-12.7, Synergy_HSA=0.0564. (2) Drug 1: CC12CCC3C(C1CCC2=O)CC(=C)C4=CC(=O)C=CC34C. Drug 2: CCCCCOC(=O)NC1=NC(=O)N(C=C1F)C2C(C(C(O2)C)O)O. Cell line: BT-549. Synergy scores: CSS=48.7, Synergy_ZIP=2.14, Synergy_Bliss=3.40, Synergy_Loewe=-16.2, Synergy_HSA=2.18.